The task is: Regression. Given two drug SMILES strings and cell line genomic features, predict the synergy score measuring deviation from expected non-interaction effect.. This data is from NCI-60 drug combinations with 297,098 pairs across 59 cell lines. (1) Drug 1: CN(C)C1=NC(=NC(=N1)N(C)C)N(C)C. Drug 2: CCC1(CC2CC(C3=C(CCN(C2)C1)C4=CC=CC=C4N3)(C5=C(C=C6C(=C5)C78CCN9C7C(C=CC9)(C(C(C8N6C=O)(C(=O)OC)O)OC(=O)C)CC)OC)C(=O)OC)O.OS(=O)(=O)O. Cell line: HOP-92. Synergy scores: CSS=7.08, Synergy_ZIP=-3.68, Synergy_Bliss=-4.31, Synergy_Loewe=-42.5, Synergy_HSA=-2.49. (2) Drug 1: C1=CN(C=N1)CC(O)(P(=O)(O)O)P(=O)(O)O. Drug 2: CN(CCCl)CCCl.Cl. Cell line: TK-10. Synergy scores: CSS=1.21, Synergy_ZIP=4.98, Synergy_Bliss=10.8, Synergy_Loewe=-8.15, Synergy_HSA=-4.96. (3) Drug 1: CC1=C(C(CCC1)(C)C)C=CC(=CC=CC(=CC(=O)O)C)C. Drug 2: C1CN1C2=NC(=NC(=N2)N3CC3)N4CC4. Cell line: OVCAR3. Synergy scores: CSS=26.7, Synergy_ZIP=-0.111, Synergy_Bliss=7.06, Synergy_Loewe=-12.0, Synergy_HSA=-1.73. (4) Drug 1: C1C(C(OC1N2C=NC3=C2NC=NCC3O)CO)O. Drug 2: CCC1(C2=C(COC1=O)C(=O)N3CC4=CC5=C(C=CC(=C5CN(C)C)O)N=C4C3=C2)O.Cl. Cell line: UACC-257. Synergy scores: CSS=14.3, Synergy_ZIP=-2.55, Synergy_Bliss=-0.563, Synergy_Loewe=-39.7, Synergy_HSA=-1.20. (5) Drug 1: CCC1(CC2CC(C3=C(CCN(C2)C1)C4=CC=CC=C4N3)(C5=C(C=C6C(=C5)C78CCN9C7C(C=CC9)(C(C(C8N6C=O)(C(=O)OC)O)OC(=O)C)CC)OC)C(=O)OC)O.OS(=O)(=O)O. Drug 2: C1=CC=C(C=C1)NC(=O)CCCCCCC(=O)NO. Cell line: SR. Synergy scores: CSS=69.2, Synergy_ZIP=-0.779, Synergy_Bliss=-0.528, Synergy_Loewe=-4.42, Synergy_HSA=0.194. (6) Drug 1: CCC1=C2CN3C(=CC4=C(C3=O)COC(=O)C4(CC)O)C2=NC5=C1C=C(C=C5)O. Drug 2: CC(C)CN1C=NC2=C1C3=CC=CC=C3N=C2N. Cell line: MALME-3M. Synergy scores: CSS=8.71, Synergy_ZIP=-0.231, Synergy_Bliss=7.79, Synergy_Loewe=3.53, Synergy_HSA=3.76. (7) Drug 1: C1CC(=O)NC(=O)C1N2C(=O)C3=CC=CC=C3C2=O. Drug 2: CC12CCC3C(C1CCC2OP(=O)(O)O)CCC4=C3C=CC(=C4)OC(=O)N(CCCl)CCCl.[Na+]. Cell line: SNB-75. Synergy scores: CSS=1.16, Synergy_ZIP=2.45, Synergy_Bliss=-1.02, Synergy_Loewe=-5.85, Synergy_HSA=-3.85. (8) Drug 1: CNC(=O)C1=CC=CC=C1SC2=CC3=C(C=C2)C(=NN3)C=CC4=CC=CC=N4. Drug 2: C1=NC2=C(N=C(N=C2N1C3C(C(C(O3)CO)O)O)F)N. Cell line: HCT116. Synergy scores: CSS=0.900, Synergy_ZIP=-6.25, Synergy_Bliss=-13.4, Synergy_Loewe=-13.3, Synergy_HSA=-11.9. (9) Drug 1: CC12CCC3C(C1CCC2NC(=O)OCC(F)(F)F)CCC4C3(C=CC(=O)N4C)C. Drug 2: CNC(=O)C1=NC=CC(=C1)OC2=CC=C(C=C2)NC(=O)NC3=CC(=C(C=C3)Cl)C(F)(F)F. Cell line: SW-620. Synergy scores: CSS=61.4, Synergy_ZIP=7.65, Synergy_Bliss=7.14, Synergy_Loewe=0.311, Synergy_HSA=5.96. (10) Drug 1: C1CCN(CC1)CCOC2=CC=C(C=C2)C(=O)C3=C(SC4=C3C=CC(=C4)O)C5=CC=C(C=C5)O. Drug 2: C1=NNC2=C1C(=O)NC=N2. Synergy scores: CSS=-17.7, Synergy_ZIP=9.55, Synergy_Bliss=3.62, Synergy_Loewe=-13.3, Synergy_HSA=-9.52. Cell line: RPMI-8226.